This data is from Reaction yield outcomes from USPTO patents with 853,638 reactions. The task is: Predict the reaction yield, written as a fraction of the theoretical maximum amount of product (1.0 means a 100% yield; for example, 0.34 means a 34% yield). (1) The reactants are [NH2:1][C:2]1[N:7]=[CH:6][N:5]=[C:4]2[N:8]([CH:12]([C:14]3[O:15][C:16]4[C:21]([C:22](=[O:31])[C:23]=3[C:24]3[CH:29]=[CH:28][CH:27]=[C:26]([F:30])[CH:25]=3)=[CH:20][CH:19]=[CH:18][CH:17]=4)[CH3:13])[N:9]=[C:10](I)[C:3]=12.[CH3:32][C:33]1[C:41]2[C:36](=[CH:37][C:38](B3OC(C)(C)C(C)(C)O3)=[CH:39][CH:40]=2)[NH:35][N:34]=1.C(=O)([O-])[O-].[Na+].[Na+].ClCCl. The catalyst is CN(C=O)C.C(O)C.O. The product is [NH2:1][C:2]1[N:7]=[CH:6][N:5]=[C:4]2[N:8]([CH:12]([C:14]3[O:15][C:16]4[C:21]([C:22](=[O:31])[C:23]=3[C:24]3[CH:29]=[CH:28][CH:27]=[C:26]([F:30])[CH:25]=3)=[CH:20][CH:19]=[CH:18][CH:17]=4)[CH3:13])[N:9]=[C:10]([C:38]3[CH:37]=[C:36]4[C:41]([C:33]([CH3:32])=[N:34][NH:35]4)=[CH:40][CH:39]=3)[C:3]=12. The yield is 0.230. (2) The reactants are [Si]([O:8][C:9]1[S:17][C:16]2[CH2:15][CH2:14][N:13]([CH:18]([C:26]([CH:28]3[CH2:30][CH2:29]3)=[O:27])[C:19]3[CH:24]=[CH:23][CH:22]=[CH:21][C:20]=3[F:25])[CH2:12][C:11]=2[CH:10]=1)(C(C)(C)C)(C)C.C(N(CC)CC)C.[C:38](OC(=O)C)(=[O:40])[CH3:39].O. The catalyst is CC(C)=O.CN(C)C1C=CN=CC=1. The product is [CH3:39][C:38]([O:8][C:9]1[S:17][C:16]2[CH2:15][CH2:14][N:13]([CH:18]([C:26]([CH:28]3[CH2:30][CH2:29]3)=[O:27])[C:19]3[CH:24]=[CH:23][CH:22]=[CH:21][C:20]=3[F:25])[CH2:12][C:11]=2[CH:10]=1)=[O:40]. The yield is 0.850. (3) The catalyst is CS(C)=O. The yield is 0.260. The product is [CH3:18][O:17][C:9]1[CH:10]=[C:11]([N+:14]([O-:16])=[O:15])[CH:12]=[CH:13][C:8]=1[N:4]1[CH:5]=[N:6][C:2]([CH3:1])=[N:3]1. The reactants are [CH3:1][C:2]1[N:6]=[CH:5][NH:4][N:3]=1.Cl[C:8]1[CH:13]=[CH:12][C:11]([N+:14]([O-:16])=[O:15])=[CH:10][C:9]=1[O:17][CH3:18].[OH-].[K+].O.